This data is from Peptide-MHC class II binding affinity with 134,281 pairs from IEDB. The task is: Regression. Given a peptide amino acid sequence and an MHC pseudo amino acid sequence, predict their binding affinity value. This is MHC class II binding data. (1) The peptide sequence is KYDAYVATLSEALRI. The MHC is HLA-DPA10201-DPB11401 with pseudo-sequence HLA-DPA10201-DPB11401. The binding affinity (normalized) is 0.534. (2) The peptide sequence is KGNFQRLAITKGKVD. The MHC is HLA-DPA10103-DPB10301 with pseudo-sequence HLA-DPA10103-DPB10301. The binding affinity (normalized) is 0.316. (3) The peptide sequence is PCKGDSVTIKLDGNL. The MHC is DRB1_0701 with pseudo-sequence DRB1_0701. The binding affinity (normalized) is 0.400. (4) The peptide sequence is SGPNELGRFKHTD. The MHC is DRB1_0101 with pseudo-sequence DRB1_0101. The binding affinity (normalized) is 0. (5) The peptide sequence is GELQIVLKIDAAFKI. The MHC is DRB1_1101 with pseudo-sequence DRB1_1101. The binding affinity (normalized) is 0.900. (6) The peptide sequence is RPGGAGRDGGQLRIP. The MHC is DRB5_0101 with pseudo-sequence DRB5_0101. The binding affinity (normalized) is 0.0788. (7) The peptide sequence is KIIGGIGGFIKVRQYDQILI. The MHC is DRB1_0802 with pseudo-sequence DRB1_0802. The binding affinity (normalized) is 0.337.